Dataset: Forward reaction prediction with 1.9M reactions from USPTO patents (1976-2016). Task: Predict the product of the given reaction. (1) Given the reactants [CH3:1][O:2][C:3]1[CH:8]=[CH:7][CH:6]=[C:5]([O:9][CH3:10])[CH:4]=1.[CH:11]1([CH2:17][CH2:18][C:19](Cl)=[O:20])[CH2:16][CH2:15][CH2:14][CH2:13][CH2:12]1, predict the reaction product. The product is: [CH3:1][O:2][C:3]1[CH:4]=[C:5]([O:9][CH3:10])[CH:6]=[CH:7][C:8]=1[C:19](=[O:20])[CH2:18][CH2:17][CH:11]1[CH2:16][CH2:15][CH2:14][CH2:13][CH2:12]1. (2) Given the reactants [F:1][C:2]([F:24])([F:23])[C:3]1[CH:4]=[C:5]2[CH:11]=[C:10]([C:12]([O:14]CC)=O)[N:9]([CH2:17][C:18]3[S:19][CH:20]=[CH:21][N:22]=3)[C:6]2=[N:7][CH:8]=1.[NH:25]1[C:29]2=[N:30][CH:31]=[C:32]([NH2:34])[CH:33]=[C:28]2[CH:27]=[CH:26]1.C[Al](C)C, predict the reaction product. The product is: [NH:25]1[C:29]2=[N:30][CH:31]=[C:32]([NH:34][C:12]([C:10]3[N:9]([CH2:17][C:18]4[S:19][CH:20]=[CH:21][N:22]=4)[C:6]4=[N:7][CH:8]=[C:3]([C:2]([F:24])([F:23])[F:1])[CH:4]=[C:5]4[CH:11]=3)=[O:14])[CH:33]=[C:28]2[CH:27]=[CH:26]1. (3) Given the reactants [OH:1][C:2]1[CH:7]=[CH:6][CH:5]=[C:4]([OH:8])[C:3]=1[C:9](=O)[CH3:10].[C:12]([NH:20][NH2:21])(=[O:19])[C:13]1[CH:18]=[CH:17][CH:16]=[CH:15][CH:14]=1, predict the reaction product. The product is: [OH:1][C:2]1[CH:7]=[CH:6][CH:5]=[C:4]([OH:8])[C:3]=1/[C:9](=[N:21]/[NH:20][C:12](=[O:19])[C:13]1[CH:18]=[CH:17][CH:16]=[CH:15][CH:14]=1)/[CH3:10]. (4) Given the reactants [O:1]1[C:10]2[CH:9]=[C:8]([C:11]([O:13]C)=[O:12])[N:7]=[CH:6][C:5]=2[O:4][CH2:3][CH2:2]1.[OH-].[Na+], predict the reaction product. The product is: [O:1]1[C:10]2[CH:9]=[C:8]([C:11]([OH:13])=[O:12])[N:7]=[CH:6][C:5]=2[O:4][CH2:3][CH2:2]1. (5) The product is: [NH2:22][C:3]1[CH:4]=[C:5]([C@H:8]([CH2:14][NH:15][C:16](=[O:21])[C:17]([F:20])([F:18])[F:19])[CH2:9][C:10]([O:12][CH3:13])=[O:11])[CH:6]=[CH:7][C:2]=1[Cl:1]. Given the reactants [Cl:1][C:2]1[CH:7]=[CH:6][C:5]([C@H:8]([CH2:14][NH:15][C:16](=[O:21])[C:17]([F:20])([F:19])[F:18])[CH2:9][C:10]([O:12][CH3:13])=[O:11])=[CH:4][C:3]=1[N+:22]([O-])=O, predict the reaction product. (6) The product is: [Cl:30][C:31]1[CH:32]=[C:33]([C:34]([O:1][NH:2][C:3](=[NH:22])[C:4]2[C:5]([CH3:21])=[C:6]3[C:11](=[CH:12][CH:13]=2)[CH2:10][N:9]([C:14]([O:16][C:17]([CH3:18])([CH3:19])[CH3:20])=[O:15])[CH2:8][CH2:7]3)=[O:35])[CH:37]=[CH:38][C:39]=1[O:40][CH:41]([CH3:43])[CH3:42]. Given the reactants [OH:1][NH:2][C:3](=[NH:22])[C:4]1[C:5]([CH3:21])=[C:6]2[C:11](=[CH:12][CH:13]=1)[CH2:10][N:9]([C:14]([O:16][C:17]([CH3:20])([CH3:19])[CH3:18])=[O:15])[CH2:8][CH2:7]2.C(N(CC)CC)C.[Cl:30][C:31]1[CH:32]=[C:33]([CH:37]=[CH:38][C:39]=1[O:40][CH:41]([CH3:43])[CH3:42])[C:34](Cl)=[O:35], predict the reaction product. (7) Given the reactants [O:1]1[CH2:4][CH:3]([OH:5])[CH2:2]1.[C:6](=O)([O:15]N1C(=O)CCC1=O)[O:7][N:8]1[C:12](=[O:13])[CH2:11][CH2:10][C:9]1=[O:14], predict the reaction product. The product is: [C:6](=[O:15])([O:5][CH:3]1[CH2:4][O:1][CH2:2]1)[O:7][N:8]1[C:12](=[O:13])[CH2:11][CH2:10][C:9]1=[O:14]. (8) Given the reactants [OH-].[Li+].C[O:4][C:5]([C:7]12[CH2:14][CH2:13][C:10]([CH2:15][OH:16])([CH2:11][CH2:12]1)[CH2:9][CH2:8]2)=[O:6], predict the reaction product. The product is: [OH:16][CH2:15][C:10]12[CH2:13][CH2:14][C:7]([C:5]([OH:6])=[O:4])([CH2:8][CH2:9]1)[CH2:12][CH2:11]2.